This data is from Full USPTO retrosynthesis dataset with 1.9M reactions from patents (1976-2016). The task is: Predict the reactants needed to synthesize the given product. (1) Given the product [Cl:8][C:5]1[CH:6]=[CH:7][C:2]([C@@:32]2([O:53][CH3:24])[C@H:31]([OH:30])[C@@H:36]([OH:37])[C@H:35]([OH:42])[C@@H:34]([CH2:47][OH:48])[O:33]2)=[CH:3][C:4]=1[CH2:9][C:10]1[CH:15]=[CH:14][C:13]([O:16][CH2:17][CH2:18][O:19][CH:20]2[CH2:22][CH2:21]2)=[CH:12][CH:11]=1, predict the reactants needed to synthesize it. The reactants are: Br[C:2]1[CH:7]=[CH:6][C:5]([Cl:8])=[C:4]([CH2:9][C:10]2[CH:15]=[CH:14][C:13]([O:16][CH2:17][CH2:18][O:19][CH:20]3[CH2:22][CH2:21]3)=[CH:12][CH:11]=2)[CH:3]=1.[Li][CH2:24]CCC.C[Si](C)(C)[O:30][C@@H:31]1[C@@H:36]([O:37][Si](C)(C)C)[C@H:35]([O:42][Si](C)(C)C)[C@@H:34]([CH2:47][O:48][Si](C)(C)C)[O:33][C:32]1=[O:53]. (2) Given the product [Br:8][C:9]1[C:18]([CH:19]=[O:3])=[CH:17][C:16]2[C:15]([CH3:22])([CH3:21])[CH2:14][CH2:13][C:12]([CH3:24])([CH3:23])[C:11]=2[CH:10]=1, predict the reactants needed to synthesize it. The reactants are: [Na].[N+](C(C)C)([O-])=[O:3].[Br:8][C:9]1[C:18]([CH2:19]Br)=[CH:17][C:16]2[C:15]([CH3:22])([CH3:21])[CH2:14][CH2:13][C:12]([CH3:24])([CH3:23])[C:11]=2[CH:10]=1. (3) Given the product [ClH:6].[CH2:7]([O:9][C:1](=[NH:5])[CH:2]([OH:3])[CH3:4])[CH3:8], predict the reactants needed to synthesize it. The reactants are: [C:1](#[N:5])[CH:2]([CH3:4])[OH:3].[ClH:6].[CH2:7]([O:9]CC)[CH3:8]. (4) Given the product [Cl:12][C:4]1[CH:5]=[C:6]([N+:9]([O-:11])=[O:10])[C:7]2[O:8][C:13](=[O:15])[NH:1][C:2]=2[CH:3]=1, predict the reactants needed to synthesize it. The reactants are: [NH2:1][C:2]1[C:7]([OH:8])=[C:6]([N+:9]([O-:11])=[O:10])[CH:5]=[C:4]([Cl:12])[CH:3]=1.[C:13](OCC)(=[O:15])C. (5) Given the product [ClH:1].[F:35][C:13]([F:12])([F:34])[C:14]1[CH:19]=[C:18]([C:20]([F:22])([F:23])[F:21])[N:17]=[CH:16][C:15]=1[CH:24]([NH2:27])[CH2:25][CH3:26], predict the reactants needed to synthesize it. The reactants are: [ClH:1].N1C=CC=NC=1C(N)CC.[F:12][C:13]([F:35])([F:34])[C:14]1[CH:19]=[C:18]([C:20]([F:23])([F:22])[F:21])[N:17]=[CH:16][C:15]=1[C@H:24]([NH:27][S@](C(C)(C)C)=O)[CH2:25][CH3:26]. (6) Given the product [CH:1]1([CH2:19][CH:17]([OH:18])[CH2:16][C:15]2[CH:20]=[C:21]([C:23]([CH3:25])([CH3:24])[CH3:26])[CH:22]=[C:13]([C:9]([CH3:12])([CH3:11])[CH3:10])[CH:14]=2)[CH2:6][CH2:5][CH2:4][CH2:3][CH2:2]1, predict the reactants needed to synthesize it. The reactants are: [CH:1]1([Mg]Cl)[CH2:6][CH2:5][CH2:4][CH2:3][CH2:2]1.[C:9]([C:13]1[CH:14]=[C:15]([CH:20]=[C:21]([C:23]([CH3:26])([CH3:25])[CH3:24])[CH:22]=1)[CH2:16][CH:17]1[CH2:19][O:18]1)([CH3:12])([CH3:11])[CH3:10]. (7) Given the product [CH3:9][C:6]([C@@H:10]1[CH2:15][CH2:14][O:13][C:12]([CH3:17])([CH3:16])[O:11]1)([CH3:5])[CH:7]=[O:8], predict the reactants needed to synthesize it. The reactants are: CS(C)=O.[CH3:5][C:6]([C@@H:10]1[CH2:15][CH2:14][O:13][C:12]([CH3:17])([CH3:16])[O:11]1)([CH3:9])[CH2:7][OH:8].C(Cl)(=O)C(Cl)=O.C(N(CC)CC)C. (8) The reactants are: [F:1][C:2]1[CH:3]=[C:4]([CH:15]=[CH:16][C:17]=1[F:18])[O:5][C:6]1[CH:11]=[CH:10][C:9]([CH2:12][OH:13])=[CH:8][C:7]=1[F:14].Cl[C:20]1[CH:31]=[C:24]2[N:25]([CH3:30])[C@H:26]([CH3:29])[CH2:27][CH2:28][N:23]2[C:22](=[O:32])[N:21]=1. Given the product [F:1][C:2]1[CH:3]=[C:4]([CH:15]=[CH:16][C:17]=1[F:18])[O:5][C:6]1[CH:11]=[CH:10][C:9]([CH2:12][O:13][C:20]2[CH:31]=[C:24]3[N:25]([CH3:30])[C@H:26]([CH3:29])[CH2:27][CH2:28][N:23]3[C:22](=[O:32])[N:21]=2)=[CH:8][C:7]=1[F:14], predict the reactants needed to synthesize it.